Dataset: Forward reaction prediction with 1.9M reactions from USPTO patents (1976-2016). Task: Predict the product of the given reaction. (1) The product is: [N:12]1[CH:13]=[CH:14][CH:15]=[C:10]([CH:9]([C:16]2[CH:17]=[N:18][CH:19]=[CH:20][CH:21]=2)[CH2:8][C:3]2[CH:4]=[CH:5][CH:6]=[CH:7][C:2]=2[C:24]2[CH:32]=[CH:31][CH:30]=[C:26]([C:27]([OH:29])=[O:28])[CH:25]=2)[CH:11]=1. Given the reactants Br[C:2]1[CH:7]=[CH:6][CH:5]=[CH:4][C:3]=1[CH2:8][CH:9]([C:16]1[CH:17]=[N:18][CH:19]=[CH:20][CH:21]=1)[C:10]1[CH:11]=[N:12][CH:13]=[CH:14][CH:15]=1.OB(O)[C:24]1[CH:25]=[C:26]([CH:30]=[CH:31][CH:32]=1)[C:27]([OH:29])=[O:28].C([O-])([O-])=O.[Cs+].[Cs+], predict the reaction product. (2) The product is: [F:7][C:8]1[C:13]([C:18]2[CH:23]=[CH:22][N:21]=[C:20]([NH2:24])[CH:19]=2)=[CH:12][CH:11]=[CH:10][N:9]=1. Given the reactants O.C([O-])(=O)C.[K+].[F:7][C:8]1[C:13](B(O)O)=[CH:12][CH:11]=[CH:10][N:9]=1.Cl[C:18]1[CH:23]=[CH:22][N:21]=[C:20]([NH2:24])[CH:19]=1, predict the reaction product. (3) Given the reactants [C:1]([C:9]1[C:14](=O)[CH:13]=[C:12]([CH2:16][CH3:17])[NH:11][C:10]=1[CH3:18])(=[O:8])[C:2]1[CH:7]=[CH:6][CH:5]=[CH:4][CH:3]=1.P(Cl)(Cl)([Cl:21])=O.C(=O)(O)[O-].[Na+], predict the reaction product. The product is: [Cl:21][C:14]1[CH:13]=[C:12]([CH2:16][CH3:17])[N:11]=[C:10]([CH3:18])[C:9]=1[C:1]([C:2]1[CH:7]=[CH:6][CH:5]=[CH:4][CH:3]=1)=[O:8]. (4) Given the reactants Br[C:2]1[N:6]2[N:7]=[C:8]([NH:11][CH2:12][CH2:13][CH2:14][CH3:15])[CH:9]=[CH:10][C:5]2=[N:4][CH:3]=1.[NH:16]1[CH:20]=[C:19](B(O)O)[CH:18]=[N:17]1.P([O-])([O-])([O-])=O.[K+].[K+].[K+].C(#N)C, predict the reaction product. The product is: [CH2:12]([NH:11][C:8]1[CH:9]=[CH:10][C:5]2[N:6]([C:2]([C:19]3[CH:20]=[N:16][NH:17][CH:18]=3)=[CH:3][N:4]=2)[N:7]=1)[CH2:13][CH2:14][CH3:15]. (5) Given the reactants [NH:1]1[C:5]([C:6]2[CH:15]=[CH:14][C:13]3[C:8](=[CH:9][CH:10]=[C:11]([CH2:16][OH:17])[CH:12]=3)[N:7]=2)=[CH:4][CH:3]=[N:2]1.C[N+]1([O-])CCO[CH2:21][CH2:20]1, predict the reaction product. The product is: [CH2:20]([N:2]1[CH:3]=[CH:4][C:5]([C:6]2[CH:15]=[CH:14][C:13]3[C:8](=[CH:9][CH:10]=[C:11]([CH:16]=[O:17])[CH:12]=3)[N:7]=2)=[N:1]1)[CH3:21]. (6) Given the reactants [CH:1]1([C:6]2[O:28][C:9]3[N:10]=[CH:11][N:12]=[C:13]([O:14][C@H:15]([CH3:27])[CH2:16][CH2:17][CH2:18][CH2:19][C:20]([O:22]C(C)(C)C)=[O:21])[C:8]=3[C:7]=2[C:29]2[CH:34]=[CH:33][C:32]([O:35][CH3:36])=[CH:31][CH:30]=2)[CH2:5][CH2:4][CH2:3][CH2:2]1.FC(F)(F)C(O)=O, predict the reaction product. The product is: [CH:1]1([C:6]2[O:28][C:9]3[N:10]=[CH:11][N:12]=[C:13]([O:14][C@H:15]([CH3:27])[CH2:16][CH2:17][CH2:18][CH2:19][C:20]([OH:22])=[O:21])[C:8]=3[C:7]=2[C:29]2[CH:34]=[CH:33][C:32]([O:35][CH3:36])=[CH:31][CH:30]=2)[CH2:5][CH2:4][CH2:3][CH2:2]1. (7) Given the reactants [CH:1]1[CH:6]=[CH:5][C:4]([CH:7]([OH:13])[CH:8]([NH2:12])[C:9]([OH:11])=[O:10])=[CH:3][CH:2]=1.[C:14](O)(=O)[CH2:15][CH2:16][CH2:17][CH3:18], predict the reaction product. The product is: [CH2:15]([C:14]1[O:13][C:7]([C:4]2[CH:3]=[CH:2][CH:1]=[CH:6][CH:5]=2)=[C:8]([C:9]([OH:11])=[O:10])[N:12]=1)[CH2:16][CH2:17][CH3:18]. (8) Given the reactants C(OC([N:8]1[CH2:21][CH2:20][N:19]2[CH:10]([C:11](=[O:36])[NH:12][C:13]3[C:18]2=[N:17][CH:16]=[C:15]([CH2:22][N:23]2[CH2:28][CH2:27][N:26]([C:29]4[CH:34]=[CH:33][C:32]([Cl:35])=[CH:31][CH:30]=4)[CH2:25][CH2:24]2)[CH:14]=3)[CH2:9]1)=O)(C)(C)C.FC(F)(F)C(O)=O, predict the reaction product. The product is: [Cl:35][C:32]1[CH:33]=[CH:34][C:29]([N:26]2[CH2:25][CH2:24][N:23]([CH2:22][C:15]3[CH:14]=[C:13]4[C:18]([N:19]5[CH:10]([C:11](=[O:36])[NH:12]4)[CH2:9][NH:8][CH2:21][CH2:20]5)=[N:17][CH:16]=3)[CH2:28][CH2:27]2)=[CH:30][CH:31]=1. (9) Given the reactants [OH-].[Na+].[CH3:3][C:4]([CH3:9])([CH3:8])[C:5](=[O:7])[CH3:6].[O:10]1[C:14]2[CH:15]=[CH:16][C:17]([CH:19]=O)=[CH:18][C:13]=2[O:12][CH2:11]1.C(OCC)(=O)C, predict the reaction product. The product is: [O:10]1[C:14]2[CH:15]=[CH:16][C:17](/[CH:19]=[CH:6]/[C:5](=[O:7])[C:4]([CH3:9])([CH3:8])[CH3:3])=[CH:18][C:13]=2[O:12][CH2:11]1. (10) The product is: [F:29][C:27]1[CH:26]=[CH:25][C:24]([NH:30][C:31]2[C:32]3[C:39]([CH3:40])=[C:38]([C:41]([O:43][CH3:44])=[O:42])[S:37][C:33]=3[N:34]=[CH:35][N:36]=2)=[C:23]([O:22][CH:19]2[CH2:20][CH2:21][C:16](=[O:15])[CH2:17][CH2:18]2)[CH:28]=1. Given the reactants C1(C)C=CC(S(O)(=O)=O)=CC=1.O1[C:16]2([CH2:21][CH2:20][CH:19]([O:22][C:23]3[CH:28]=[C:27]([F:29])[CH:26]=[CH:25][C:24]=3[NH:30][C:31]3[C:32]4[C:39]([CH3:40])=[C:38]([C:41]([O:43][CH3:44])=[O:42])[S:37][C:33]=4[N:34]=[CH:35][N:36]=3)[CH2:18][CH2:17]2)[O:15]CC1.C([O-])([O-])=O.[Na+].[Na+], predict the reaction product.